Predict the reaction yield, written as a fraction of the theoretical maximum amount of product (1.0 means a 100% yield; for example, 0.34 means a 34% yield). From a dataset of Reaction yield outcomes from USPTO patents with 853,638 reactions. (1) The reactants are [CH:1]([O:4][C:5](=[O:30])[CH2:6][C@H:7]([NH:14][C:15]([C:17]1[NH:18][C:19]2[C:24]([CH:25]=1)=[CH:23][C:22]([CH3:26])=[CH:21][C:20]=2[N+:27]([O-:29])=[O:28])=O)[CH2:8][O:9]S(C)(=O)=O)([CH3:3])[CH3:2].C1COCC1.C([O-])([O-])=O.[K+].[K+]. The catalyst is O. The product is [CH:1]([O:4][C:5](=[O:30])[CH2:6][C@H:7]1[CH2:8][O:9][C:15]([C:17]2[NH:18][C:19]3[C:24]([CH:25]=2)=[CH:23][C:22]([CH3:26])=[CH:21][C:20]=3[N+:27]([O-:29])=[O:28])=[N:14]1)([CH3:3])[CH3:2]. The yield is 0.610. (2) The reactants are [Br:1]N1C(=O)CCC1=O.[CH2:9]([C:11]1[NH:15][C:14]([C:16]([O:18][CH2:19][CH3:20])=[O:17])=[CH:13][CH:12]=1)[CH3:10].[OH-].[Na+]. The catalyst is C(Cl)Cl. The product is [Br:1][C:12]1[CH:13]=[C:14]([C:16]([O:18][CH2:19][CH3:20])=[O:17])[NH:15][C:11]=1[CH2:9][CH3:10]. The yield is 0.680. (3) The reactants are [CH:1]([C:3]1[CH:4]=[C:5]([CH:10]=[CH:11][C:12]=1[OH:13])[C:6]([O:8][CH3:9])=[O:7])=[O:2].[BH4-].[Na+]. The catalyst is CO. The product is [OH:13][C:12]1[CH:11]=[CH:10][C:5]([C:6]([O:8][CH3:9])=[O:7])=[CH:4][C:3]=1[CH2:1][OH:2]. The yield is 0.520. (4) The yield is 0.990. The reactants are [NH2:1][C:2]1[C:10]2[C:5](=[N:6][C:7]([C:11]3[S:12][CH:13]=[CH:14][CH:15]=3)=[CH:8][CH:9]=2)[S:4][C:3]=1[C:16]([NH:18][C:19]1[CH:24]=[CH:23][CH:22]=[C:21]([C:25]([F:28])([F:27])[F:26])[CH:20]=1)=[O:17].[C:29](Cl)(=[O:35])[CH2:30][CH2:31][C:32](Cl)=[O:33].[CH2:37]([O:39]CC)[CH3:38]. The product is [O:35]=[C:29]([NH:1][C:2]1[C:10]2[C:5](=[N:6][C:7]([C:11]3[S:12][CH:13]=[CH:14][CH:15]=3)=[CH:8][CH:9]=2)[S:4][C:3]=1[C:16](=[O:17])[NH:18][C:19]1[CH:24]=[CH:23][CH:22]=[C:21]([C:25]([F:27])([F:28])[F:26])[CH:20]=1)[CH2:30][CH2:31][C:32]([O:39][CH2:37][CH3:38])=[O:33]. The catalyst is O1CCOCC1. (5) The yield is 0.260. The product is [CH:1]1([N:4]2[CH2:9][C:8]3([CH2:14][CH2:13][N:12]([CH:15]([C:19]4[CH:20]=[CH:21][C:22]([C:25]5[CH:34]=[C:33]6[C:28]([CH:29]=[CH:30][CH:31]=[N:32]6)=[CH:27][CH:26]=5)=[CH:23][CH:24]=4)[C:16]([NH:38][CH3:37])=[O:18])[CH2:11][CH2:10]3)[O:7][CH2:6][C:5]2=[O:35])[CH2:3][CH2:2]1. The reactants are [CH:1]1([N:4]2[CH2:9][C:8]3([CH2:14][CH2:13][N:12]([CH:15]([C:19]4[CH:24]=[CH:23][C:22]([C:25]5[CH:34]=[C:33]6[C:28]([CH:29]=[CH:30][CH:31]=[N:32]6)=[CH:27][CH:26]=5)=[CH:21][CH:20]=4)[C:16]([OH:18])=O)[CH2:11][CH2:10]3)[O:7][CH2:6][C:5]2=[O:35])[CH2:3][CH2:2]1.Cl.[CH3:37][N:38](C)CCCN=C=NCC.CN. The catalyst is ClCCl.CN(C)C1C=CN=CC=1. (6) The reactants are Cl.[OH:2][CH2:3][C:4]1[N:5]=[CH:6][NH:7][CH:8]=1.CCN(CC)CC.Cl[C:17]([C:30]1[CH:35]=[CH:34][CH:33]=[CH:32][CH:31]=1)([C:24]1[CH:29]=[CH:28][CH:27]=[CH:26][CH:25]=1)[C:18]1[CH:23]=[CH:22][CH:21]=[CH:20][CH:19]=1. The catalyst is CN(C=O)C. The product is [OH:2][CH2:3][C:4]1[N:5]=[CH:6][N:7]([C:17]([C:18]2[CH:23]=[CH:22][CH:21]=[CH:20][CH:19]=2)([C:30]2[CH:31]=[CH:32][CH:33]=[CH:34][CH:35]=2)[C:24]2[CH:25]=[CH:26][CH:27]=[CH:28][CH:29]=2)[CH:8]=1. The yield is 0.780. (7) The reactants are [O:1]=[C:2]1[CH2:8][CH:7]2[N:9]([C:10]([O:12][C:13]([CH3:16])([CH3:15])[CH3:14])=[O:11])[CH:4]([CH2:5][CH2:6]2)[CH2:3]1.O1CCCC1.[H-].C([Al+]CC(C)C)C(C)C. The catalyst is CCCCCC. The product is [C:13]([O:12][C:10]([N:9]1[CH:4]2[CH2:5][CH2:6][CH:7]1[CH2:8][CH:2]([OH:1])[CH2:3]2)=[O:11])([CH3:16])([CH3:14])[CH3:15]. The yield is 0.743.